This data is from Reaction yield outcomes from USPTO patents with 853,638 reactions. The task is: Predict the reaction yield, written as a fraction of the theoretical maximum amount of product (1.0 means a 100% yield; for example, 0.34 means a 34% yield). (1) The reactants are [F:1][C:2]1[CH:7]=[CH:6][C:5]([C:8]2[S:9][C:10]([C:13]([C:16]3[CH:21]=[CH:20][N:19]=[CH:18][CH:17]=3)([OH:15])[CH3:14])=[CH:11][N:12]=2)=[CH:4][CH:3]=1.[CH3:22][C:23]1[CH:28]=[CH:27][C:26]([S:29]([OH:32])(=[O:31])=[O:30])=[CH:25][CH:24]=1. The catalyst is C(O)C. The product is [CH3:22][C:23]1[CH:24]=[CH:25][C:26]([S:29]([OH:32])(=[O:31])=[O:30])=[CH:27][CH:28]=1.[F:1][C:2]1[CH:7]=[CH:6][C:5]([C:8]2[S:9][C:10]([C:13]([C:16]3[CH:17]=[CH:18][N:19]=[CH:20][CH:21]=3)([OH:15])[CH3:14])=[CH:11][N:12]=2)=[CH:4][CH:3]=1. The yield is 0.610. (2) The product is [CH2:23]([NH:21][C:19]1[CH:20]=[C:15]2[CH:14]=[C:13]([C:9]3[CH:10]=[CH:11][CH:12]=[C:7]([O:6][CH2:5][CH2:4][O:3][CH3:2])[CH:8]=3)[NH:22][C:16]2=[N:17][CH:18]=1)[C:24]1[CH:29]=[CH:28][CH:27]=[CH:26][CH:25]=1. The reactants are [BH4-].[CH3:2][O:3][CH2:4][CH2:5][O:6][C:7]1[CH:8]=[C:9]([C:13]2[NH:22][C:16]3=[N:17][CH:18]=[C:19]([NH2:21])[CH:20]=[C:15]3[CH:14]=2)[CH:10]=[CH:11][CH:12]=1.[CH:23](=O)[C:24]1[CH:29]=[CH:28][CH:27]=[CH:26][CH:25]=1. The catalyst is CO. The yield is 0.0700. (3) The reactants are [Cl:1][C:2]1[CH:3]=[C:4]2[C:8](=[CH:9][CH:10]=1)[NH:7][CH:6]=[C:5]2[CH2:11][CH2:12][NH:13][C:14](=[O:22])[C:15]1[CH:20]=[CH:19][CH:18]=[C:17](I)[CH:16]=1.[N:23]1[CH:28]=[CH:27][C:26](B(O)O)=[CH:25][CH:24]=1.C(=O)([O-])[O-].[Na+].[Na+]. The catalyst is C(COC)OC.O.C1C=CC([P]([Pd]([P](C2C=CC=CC=2)(C2C=CC=CC=2)C2C=CC=CC=2)([P](C2C=CC=CC=2)(C2C=CC=CC=2)C2C=CC=CC=2)[P](C2C=CC=CC=2)(C2C=CC=CC=2)C2C=CC=CC=2)(C2C=CC=CC=2)C2C=CC=CC=2)=CC=1. The product is [Cl:1][C:2]1[CH:3]=[C:4]2[C:8](=[CH:9][CH:10]=1)[NH:7][CH:6]=[C:5]2[CH2:11][CH2:12][NH:13][C:14](=[O:22])[C:15]1[CH:20]=[CH:19][CH:18]=[C:17]([C:26]2[CH:27]=[CH:28][N:23]=[CH:24][CH:25]=2)[CH:16]=1. The yield is 0.710. (4) The reactants are Cl.O.[NH:3]1[CH2:8][CH2:7][C:6](=[O:9])[CH2:5][CH2:4]1.[C:10](=[O:13])([O-])[O-:11].[K+].[K+].S([C:20]1[CH:26]=[CH:25]C(C)=[CH:22][CH:21]=1)([O-])(=O)=O.[I-].[Na+]. The catalyst is C(#N)C. The product is [O:11]1[CH2:22][CH2:21][CH:20]([CH2:26][CH2:25][N:3]2[CH2:8][CH2:7][C:6](=[O:9])[CH2:5][CH2:4]2)[O:13][CH2:10]1. The yield is 0.980. (5) The reactants are [Cl:1][C:2]1[N:7]=[C:6](Cl)[C:5]([Cl:9])=[C:4]([Cl:10])[N:3]=1.[OH-:11].[Na+].Cl. The catalyst is C1COCC1. The product is [Cl:1][C:2]1[N:7]=[C:6]([OH:11])[C:5]([Cl:9])=[C:4]([Cl:10])[N:3]=1. The yield is 0.660. (6) The reactants are [OH-].[K+].[CH2:3]([N:10]([CH2:22][C@H:23]([OH:32])[CH2:24][O:25][C:26]1[CH:31]=[CH:30][CH:29]=[CH:28][CH:27]=1)[C@H:11]([CH2:20][OH:21])[CH2:12][C:13]1[CH:18]=[CH:17][C:16]([OH:19])=[CH:15][CH:14]=1)[C:4]1[CH:9]=[CH:8][CH:7]=[CH:6][CH:5]=1.Cl[C:34]1[C:43]2[C:38](=[CH:39][C:40]([O:44][CH3:45])=[CH:41][CH:42]=2)[N:37]=[CH:36][CH:35]=1. The catalyst is CS(C)=O. The product is [CH2:3]([N:10]([CH2:22][C@H:23]([OH:32])[CH2:24][O:25][C:26]1[CH:27]=[CH:28][CH:29]=[CH:30][CH:31]=1)[C@@H:11]([CH2:12][C:13]1[CH:18]=[CH:17][C:16]([O:19][C:34]2[C:43]3[C:38](=[CH:39][C:40]([O:44][CH3:45])=[CH:41][CH:42]=3)[N:37]=[CH:36][CH:35]=2)=[CH:15][CH:14]=1)[CH2:20][OH:21])[C:4]1[CH:9]=[CH:8][CH:7]=[CH:6][CH:5]=1. The yield is 0.470. (7) The reactants are Br[C:2]1[N:7]=[N:6][C:5]([NH2:8])=[N:4][C:3]=1[C:9]1[CH:14]=[CH:13][C:12]([F:15])=[CH:11][C:10]=1[F:16].[Cl:17][C:18]1[CH:19]=[C:20](B(O)O)[CH:21]=[CH:22][CH:23]=1. No catalyst specified. The product is [Cl:17][C:18]1[CH:23]=[C:22]([C:2]2[N:7]=[N:6][C:5]([NH2:8])=[N:4][C:3]=2[C:9]2[CH:14]=[CH:13][C:12]([F:15])=[CH:11][C:10]=2[F:16])[CH:21]=[CH:20][CH:19]=1. The yield is 0.150. (8) The reactants are [CH2:1]([O:8][C:9]([N:11]1[CH2:15][CH2:14][CH2:13][C@H:12]1C(O)=O)=[O:10])[C:2]1[CH:7]=[CH:6][CH:5]=[CH:4][CH:3]=1.[C:19](OC1C(OC(=O)C)=C(I=O)C=CC=1)(=[O:21])C.II.CO. The catalyst is ClCCl. The product is [CH2:1]([O:8][C:9]([N:11]1[CH2:15][CH2:14][CH2:13][CH:12]1[O:21][CH3:19])=[O:10])[C:2]1[CH:3]=[CH:4][CH:5]=[CH:6][CH:7]=1. The yield is 0.880. (9) The reactants are [C:1]([SH:9])(=[S:8])[C:2]1[CH:7]=[CH:6][CH:5]=[CH:4][CH:3]=1.[CH:10]([C:12]1[CH:17]=[CH:16][C:15]([O:18][CH3:19])=[CH:14][CH:13]=1)=[CH2:11]. The catalyst is C(Cl)(Cl)(Cl)Cl. The product is [C:1]([S:9][CH:10]([C:12]1[CH:17]=[CH:16][C:15]([O:18][CH3:19])=[CH:14][CH:13]=1)[CH3:11])(=[S:8])[C:2]1[CH:7]=[CH:6][CH:5]=[CH:4][CH:3]=1. The yield is 0.530.